From a dataset of Forward reaction prediction with 1.9M reactions from USPTO patents (1976-2016). Predict the product of the given reaction. (1) Given the reactants I[C:2]1[C:10]2[C:9]([CH3:11])=[N:8][CH:7]=[N:6][C:5]=2[N:4]([C@H:12]2[CH2:28][C@@H:15]3[O:16][CH:17]([C:20]4[CH:25]=[CH:24][C:23]([O:26][CH3:27])=[CH:22][CH:21]=4)[O:18][CH2:19][C@@H:14]3[CH2:13]2)[CH:3]=1.CCN(C(C)C)C(C)C.[C:38]([Si:40]([CH3:43])([CH3:42])[CH3:41])#[CH:39], predict the reaction product. The product is: [CH3:27][O:26][C:23]1[CH:24]=[CH:25][C:20]([CH:17]2[O:16][C@H:15]3[CH2:28][C@H:12]([N:4]4[C:5]5[N:6]=[CH:7][N:8]=[C:9]([CH3:11])[C:10]=5[C:2]([C:39]#[C:38][Si:40]([CH3:43])([CH3:42])[CH3:41])=[CH:3]4)[CH2:13][C@H:14]3[CH2:19][O:18]2)=[CH:21][CH:22]=1. (2) Given the reactants [F:1][C:2]([F:22])([F:21])[O:3][C:4]1[CH:9]=[CH:8][C:7]([N:10]2[CH2:14][CH2:13][C:12]3([CH2:19][CH2:18][NH:17][CH2:16][CH2:15]3)[C:11]2=[O:20])=[CH:6][CH:5]=1.Br[C:24]1[CH:29]=[C:28]([CH3:30])[CH:27]=[CH:26][C:25]=1[O:31][CH3:32], predict the reaction product. The product is: [CH3:32][O:31][C:25]1[CH:26]=[CH:27][C:28]([CH3:30])=[CH:29][C:24]=1[N:17]1[CH2:16][CH2:15][C:12]2([C:11](=[O:20])[N:10]([C:7]3[CH:8]=[CH:9][C:4]([O:3][C:2]([F:1])([F:21])[F:22])=[CH:5][CH:6]=3)[CH2:14][CH2:13]2)[CH2:19][CH2:18]1. (3) Given the reactants [NH2:1][C:2]1[N:6]([CH3:7])[C:5](=[O:8])[C:4]([C:21]2[CH:26]=[CH:25][C:24]([F:27])=[C:23](Br)[CH:22]=2)([C:9]2[CH:14]=[CH:13][C:12]([S:15]([F:20])([F:19])([F:18])([F:17])[F:16])=[CH:11][CH:10]=2)[N:3]=1.[N:29]1[CH:34]=[CH:33][CH:32]=[C:31](B(O)O)[CH:30]=1, predict the reaction product. The product is: [NH2:1][C:2]1[N:6]([CH3:7])[C:5](=[O:8])[C:4]([C:21]2[CH:26]=[CH:25][C:24]([F:27])=[C:23]([C:31]3[CH:30]=[N:29][CH:34]=[CH:33][CH:32]=3)[CH:22]=2)([C:9]2[CH:14]=[CH:13][C:12]([S:15]([F:20])([F:19])([F:18])([F:17])[F:16])=[CH:11][CH:10]=2)[N:3]=1. (4) The product is: [C:46]([O:29][C:22]1[CH:21]=[C:20]([S:17]([O:16][C:15]2[CH:30]=[CH:31][C:12]([C:10]([C:9]3[C:8]([CH3:37])=[C:7]([CH3:38])[O:6][C:5]=3[CH2:4][C:3]3[CH:39]=[CH:40][CH:41]=[CH:42][C:2]=3[Br:1])=[O:11])=[CH:13][C:14]=2[CH:32]2[CH2:36][CH2:35][CH2:34][CH2:33]2)(=[O:19])=[O:18])[CH:28]=[CH:27][C:23]=1[C:24]([OH:26])=[O:25])(=[O:48])[CH3:47]. Given the reactants [Br:1][C:2]1[CH:42]=[CH:41][CH:40]=[CH:39][C:3]=1[CH2:4][C:5]1[O:6][C:7]([CH3:38])=[C:8]([CH3:37])[C:9]=1[C:10]([C:12]1[CH:31]=[CH:30][C:15]([O:16][S:17]([C:20]2[CH:28]=[CH:27][C:23]([C:24]([OH:26])=[O:25])=[C:22]([OH:29])[CH:21]=2)(=[O:19])=[O:18])=[C:14]([CH:32]2[CH2:36][CH2:35][CH2:34][CH2:33]2)[CH:13]=1)=[O:11].[I-].[Mg+2].[I-].[C:46](OC(=O)C)(=[O:48])[CH3:47], predict the reaction product. (5) Given the reactants Cl[C:2]1[N:10]=[CH:9][N:8]=[C:7]2[C:3]=1[N:4]=[CH:5][N:6]2[C@H:11]1[C@@H:15]2[O:16][C:17]([CH3:20])([CH3:19])[O:18][C@@H:14]2[C@@H:13]([C:21](O)=[O:22])[O:12]1.[OH:24][N:25]1[C:29]2[CH:30]=[CH:31][CH:32]=[CH:33][C:28]=2[N:27]=[N:26]1.Cl.C[N:36](C)CCCN=C=NCC.[C:46](CC(=NO)N)([CH3:49])([CH3:48])[CH3:47].C(=O)(O)[O-].[Na+].C[N:61]([CH3:64])C=O, predict the reaction product. The product is: [C:46]([C:64]1[N:61]=[C:21]([C@@H:13]2[C@@H:14]3[O:18][C:17]([CH3:19])([CH3:20])[O:16][C@H:15]3[C@H:11]([N:6]3[CH:5]=[N:4][C:3]4[C:7]3=[N:8][CH:9]=[N:10][C:2]=4[O:24][N:25]3[C:29]4[CH:30]=[CH:31][CH:32]=[CH:33][C:28]=4[N:27]=[N:26]3)[O:12]2)[O:22][N:36]=1)([CH3:49])([CH3:48])[CH3:47].